Dataset: Catalyst prediction with 721,799 reactions and 888 catalyst types from USPTO. Task: Predict which catalyst facilitates the given reaction. (1) Reactant: [C:1]([N:8]1[CH2:12][CH2:11][C@@H:10]([CH2:13]Br)[CH2:9]1)([O:3][C:4]([CH3:7])([CH3:6])[CH3:5])=[O:2].[Cl:15][C:16]1[N:21]=[C:20]2[CH:22]=[CH:23][NH:24][C:19]2=[CH:18][C:17]=1[C:25]1[CH:32]=[CH:31][C:28]([C:29]#[N:30])=[CH:27][CH:26]=1.C(=O)([O-])[O-].[Cs+].[Cs+]. Product: [Cl:15][C:16]1[N:21]=[C:20]2[CH:22]=[CH:23][N:24]([CH2:13][C@@H:10]3[CH2:11][CH2:12][N:8]([C:1]([O:3][C:4]([CH3:7])([CH3:6])[CH3:5])=[O:2])[CH2:9]3)[C:19]2=[CH:18][C:17]=1[C:25]1[CH:32]=[CH:31][C:28]([C:29]#[N:30])=[CH:27][CH:26]=1. The catalyst class is: 3. (2) Reactant: [C:1]([O:5][C:6]([NH:8][C:9]1[C:18]2[C:13](=[CH:14][CH:15]=[CH:16][CH:17]=2)[C:12]([O:19][C:20]2[CH:25]=[CH:24][N:23]=[C:22]([NH:26][C:27]3[CH:28]=[C:29]([CH:33]=[C:34]([C:36]#[CH:37])[CH:35]=3)[C:30](O)=[O:31])[N:21]=2)=[CH:11][CH:10]=1)=[O:7])([CH3:4])([CH3:3])[CH3:2].CN(C(ON1N=[N:53][C:48]2[CH:49]=[CH:50][CH:51]=[N:52][C:47]1=2)=[N+](C)C)C.F[P-](F)(F)(F)(F)F.CCN([CH:68]([CH3:70])C)C(C)C.CN(C=[O:75])C. Product: [C:1]([O:5][C:6](=[O:7])[NH:8][C:9]1[C:18]2[C:13](=[CH:14][CH:15]=[CH:16][CH:17]=2)[C:12]([O:19][C:20]2[CH:25]=[CH:24][N:23]=[C:22]([NH:26][C:27]3[CH:28]=[C:29]([C:30](=[O:31])[NH:53][C@@H:48]([CH3:49])[CH2:47][N:52]4[CH2:51][CH2:50][O:75][CH2:68][CH2:70]4)[CH:33]=[C:34]([C:36]#[CH:37])[CH:35]=3)[N:21]=2)=[CH:11][CH:10]=1)([CH3:2])([CH3:3])[CH3:4]. The catalyst class is: 6. (3) Reactant: [OH:1][CH:2]1[CH2:7][CH2:6][NH:5][CH2:4][CH2:3]1.C(N(CC)CC)C.[C:15](Cl)(=[O:17])[CH3:16]. Product: [OH:1][CH:2]1[CH2:7][CH2:6][N:5]([C:15](=[O:17])[CH3:16])[CH2:4][CH2:3]1. The catalyst class is: 1.